From a dataset of Full USPTO retrosynthesis dataset with 1.9M reactions from patents (1976-2016). Predict the reactants needed to synthesize the given product. (1) Given the product [CH:23]1([NH:26][C:4](=[O:6])[C:3]2[C:7]([CH3:11])=[CH:8][CH:9]=[CH:10][C:2]=2[CH3:1])[CH2:25][CH2:24]1, predict the reactants needed to synthesize it. The reactants are: [CH3:1][C:2]1[CH:10]=[CH:9][CH:8]=[C:7]([CH3:11])[C:3]=1[C:4]([OH:6])=O.O=S(Cl)Cl.CCN(CC)CC.[CH:23]1([NH2:26])[CH2:25][CH2:24]1. (2) Given the product [OH:2][CH2:1][CH2:3][NH:4][C:8]([C:10]1[C:11]2[S:19][CH:18]=[C:17]([CH2:20][O:21][C:22]3[CH:27]=[C:26]([C:28]4[N:32]([CH2:33][C:34]5[CH:39]=[CH:38][C:37]([O:40][CH3:41])=[CH:36][CH:35]=5)[C:31]([CH3:42])=[N:30][N:29]=4)[CH:25]=[CH:24][C:23]=3[CH3:43])[C:12]=2[C:13]([NH2:16])=[N:14][CH:15]=1)=[O:7], predict the reactants needed to synthesize it. The reactants are: [CH2:1]([CH2:3][NH2:4])[OH:2].C([O:7][C:8]([C:10]1[C:11]2[S:19][CH:18]=[C:17]([CH2:20][O:21][C:22]3[CH:27]=[C:26]([C:28]4[N:32]([CH2:33][C:34]5[CH:39]=[CH:38][C:37]([O:40][CH3:41])=[CH:36][CH:35]=5)[C:31]([CH3:42])=[N:30][N:29]=4)[CH:25]=[CH:24][C:23]=3[CH3:43])[C:12]=2[C:13]([NH2:16])=[N:14][CH:15]=1)=O)C. (3) Given the product [CH3:1][N:2]([CH3:16])[C:3](=[O:15])[CH2:4][CH2:5][C:6](=[O:14])[C:7]1[CH:12]=[CH:11][C:10]([N:27]2[CH2:28][CH2:29][N:24]([CH2:23][C:17]3[CH:18]=[CH:19][CH:20]=[CH:21][CH:22]=3)[CH2:25][CH2:26]2)=[CH:9][CH:8]=1, predict the reactants needed to synthesize it. The reactants are: [CH3:1][N:2]([CH3:16])[C:3](=[O:15])[CH2:4][CH2:5][C:6](=[O:14])[C:7]1[CH:12]=[CH:11][C:10](F)=[CH:9][CH:8]=1.[C:17]1([CH2:23][N:24]2[CH2:29][CH2:28][NH:27][CH2:26][CH2:25]2)[CH:22]=[CH:21][CH:20]=[CH:19][CH:18]=1.CCN(C(C)C)C(C)C.C(OC(C)C)(C)C.N. (4) Given the product [OH:28][CH:25]1[CH2:26][CH2:27][N:23]([C:3]2[C:2]([C:42]3[CH:43]=[N:38][CH:39]=[N:40][CH:41]=3)=[CH:21][C:6]([C:7]([NH:9][C:10]3[CH:15]=[CH:14][C:13]([O:16][C:17]([F:20])([F:19])[F:18])=[CH:12][CH:11]=3)=[O:8])=[CH:5][N:4]=2)[CH2:24]1, predict the reactants needed to synthesize it. The reactants are: Br[C:2]1[C:3](Cl)=[N:4][CH:5]=[C:6]([CH:21]=1)[C:7]([NH:9][C:10]1[CH:15]=[CH:14][C:13]([O:16][C:17]([F:20])([F:19])[F:18])=[CH:12][CH:11]=1)=[O:8].[NH:23]1[CH2:27][CH2:26][CH:25]([OH:28])[CH2:24]1.CCN(C(C)C)C(C)C.[N:38]1[CH:43]=[C:42](B(O)O)[CH:41]=[N:40][CH:39]=1.C([O-])([O-])=O.[Na+].[Na+]. (5) Given the product [F:19][C:20]1[CH:21]=[C:22]([C:2]2[N:3]=[C:4]([CH3:18])[C:5]3[CH:10]=[CH:9][N:8]([C:11]([O:13][C:14]([CH3:17])([CH3:16])[CH3:15])=[O:12])[C:6]=3[N:7]=2)[CH:23]=[CH:24][C:25]=1[O:26][CH3:27], predict the reactants needed to synthesize it. The reactants are: Cl[C:2]1[N:3]=[C:4]([CH3:18])[C:5]2[CH:10]=[CH:9][N:8]([C:11]([O:13][C:14]([CH3:17])([CH3:16])[CH3:15])=[O:12])[C:6]=2[N:7]=1.[F:19][C:20]1[CH:21]=[C:22](B(O)O)[CH:23]=[CH:24][C:25]=1[O:26][CH3:27].O1CCCC1.C([O-])([O-])=O.[K+].[K+].